From a dataset of Peptide-MHC class II binding affinity with 134,281 pairs from IEDB. Regression. Given a peptide amino acid sequence and an MHC pseudo amino acid sequence, predict their binding affinity value. This is MHC class II binding data. The peptide sequence is WCYGVENVRVAYGKC. The MHC is DRB3_0101 with pseudo-sequence DRB3_0101. The binding affinity (normalized) is 0.434.